From a dataset of Full USPTO retrosynthesis dataset with 1.9M reactions from patents (1976-2016). Predict the reactants needed to synthesize the given product. (1) Given the product [CH2:15]([O:1][C:2]1[CH:11]=[CH:10][CH:9]=[C:8]2[C:3]=1[CH2:4][CH2:5][CH2:6][C:7]2=[O:12])[CH3:16], predict the reactants needed to synthesize it. The reactants are: [OH:1][C:2]1[CH:11]=[CH:10][CH:9]=[C:8]2[C:3]=1[CH2:4][CH2:5][CH2:6][C:7]2=[O:12].[OH-].[Na+].[CH2:15](I)[CH3:16]. (2) Given the product [C:56]([C:55](=[P:42]([C:43]1[CH:48]=[CH:47][CH:46]=[CH:45][CH:44]=1)([C:36]1[CH:37]=[CH:38][CH:39]=[CH:40][CH:41]=1)[C:49]1[CH:54]=[CH:53][CH:52]=[CH:51][CH:50]=1)[C:24]([C@@H:23]([NH:22][C:20](=[O:21])[O:19][C@@H:6]([CH2:7][C:8]1[O:9][C:10]([C:13]2[CH:14]=[CH:15][CH:16]=[CH:17][CH:18]=2)=[N:11][N:12]=1)[C:5]([CH3:4])([CH3:34])[CH2:32][CH3:33])[CH2:28][CH2:29][CH2:30][CH3:31])=[O:26])#[N:57], predict the reactants needed to synthesize it. The reactants are: O.[OH-].[Li+].[CH3:4][C:5]([CH3:34])([CH2:32][CH3:33])[C@@H:6]([O:19][C:20]([NH:22][C@@H:23]([CH2:28][CH2:29][CH2:30][CH3:31])[C:24]([O:26]C)=O)=[O:21])[CH2:7][C:8]1[O:9][C:10]([C:13]2[CH:18]=[CH:17][CH:16]=[CH:15][CH:14]=2)=[N:11][N:12]=1.Cl.[C:36]1([P:42](=[CH:55][C:56]#[N:57])([C:49]2[CH:54]=[CH:53][CH:52]=[CH:51][CH:50]=2)[C:43]2[CH:48]=[CH:47][CH:46]=[CH:45][CH:44]=2)[CH:41]=[CH:40][CH:39]=[CH:38][CH:37]=1.